This data is from Forward reaction prediction with 1.9M reactions from USPTO patents (1976-2016). The task is: Predict the product of the given reaction. (1) Given the reactants [OH:1][N:2]1[C:10](=[O:11])[C:9]2[C:4](=[CH:5][CH:6]=[CH:7][CH:8]=2)[C:3]1=[O:12].O[CH:14]1[CH2:18][N:17]([C:19]([O:21][C:22]([CH3:25])([CH3:24])[CH3:23])=[O:20])[N:16]([C:26]([O:28][C:29]([CH3:32])([CH3:31])[CH3:30])=[O:27])[CH2:15]1.C1(P(C2C=CC=CC=2)C2C=CC=CC=2)C=CC=CC=1.CC(OC(/N=N/C(OC(C)C)=O)=O)C, predict the reaction product. The product is: [O:12]=[C:3]1[C:4]2[C:9](=[CH:8][CH:7]=[CH:6][CH:5]=2)[C:10](=[O:11])[N:2]1[O:1][CH:14]1[CH2:15][N:16]([C:26]([O:28][C:29]([CH3:32])([CH3:31])[CH3:30])=[O:27])[N:17]([C:19]([O:21][C:22]([CH3:25])([CH3:24])[CH3:23])=[O:20])[CH2:18]1. (2) Given the reactants FC1C=C(F)C=CC=1C(Cl)=O.[F:12][C:13]1[CH:18]=[C:17]([F:19])[CH:16]=[CH:15][C:14]=1[C:20]([N:22]=[C:23]=[S:24])=[O:21].[CH3:25][O:26][C:27]1[CH:28]=[C:29]2[C:34](=[CH:35][C:36]=1[O:37][CH3:38])[N:33]=[CH:32][N:31]=[C:30]2[O:39][C:40]1[CH:46]=[CH:45][C:43]([NH2:44])=[CH:42][CH:41]=1.C1(C)C=CC=CC=1, predict the reaction product. The product is: [F:12][C:13]1[CH:18]=[C:17]([F:19])[CH:16]=[CH:15][C:14]=1[C:20]([N:22]=[C:23]=[S:24])=[O:21].[F:12][C:13]1[CH:18]=[C:17]([F:19])[CH:16]=[CH:15][C:14]=1[C:20]([NH:22][C:23]([NH:44][C:43]1[CH:45]=[CH:46][C:40]([O:39][C:30]2[C:29]3[C:34](=[CH:35][C:36]([O:37][CH3:38])=[C:27]([O:26][CH3:25])[CH:28]=3)[N:33]=[CH:32][N:31]=2)=[CH:41][CH:42]=1)=[S:24])=[O:21]. (3) Given the reactants N.[H][H].[CH2:4]([NH2:16])[CH2:5][CH2:6][CH2:7][CH2:8][CH2:9][CH2:10][CH2:11][CH2:12][CH2:13][CH2:14][CH3:15], predict the reaction product. The product is: [CH2:4]([NH:16][CH2:15][CH2:14][CH2:13][CH2:12][CH2:11][CH2:10][CH2:9][CH2:8][CH2:7][CH2:6][CH2:5][CH3:4])[CH2:5][CH2:6][CH2:7][CH2:8][CH2:9][CH2:10][CH2:11][CH2:12][CH2:13][CH2:14][CH3:15]. (4) Given the reactants [N:1]1([C:7]2[C:16]3[C:11](=[CH:12][C:13]([O:19][CH3:20])=[C:14]([O:17][CH3:18])[CH:15]=3)[N:10]=[CH:9][N:8]=2)[CH2:6][CH2:5][NH:4][CH2:3][CH2:2]1.N1C=CC=CC=1.[Cl-].[N:28]1[CH:33]=[CH:32][CH:31]=[N:30][C:29]=1[NH:34][S:35]([C:38]1[CH:43]=[CH:42][C:41]([NH:44][CH:45]=[S:46])=[CH:40][CH:39]=1)(=[O:37])=[O:36].CO, predict the reaction product. The product is: [N:28]1[CH:33]=[CH:32][CH:31]=[N:30][C:29]=1[NH:34][S:35]([C:38]1[CH:43]=[CH:42][C:41]([NH:44][C:45]([N:4]2[CH2:5][CH2:6][N:1]([C:7]3[C:16]4[C:11](=[CH:12][C:13]([O:19][CH3:20])=[C:14]([O:17][CH3:18])[CH:15]=4)[N:10]=[CH:9][N:8]=3)[CH2:2][CH2:3]2)=[S:46])=[CH:40][CH:39]=1)(=[O:37])=[O:36]. (5) The product is: [CH3:1][O:2][C:3](=[O:50])[NH:4][C@@H:5]1[CH2:10][CH2:9][N:8]([C:11]2[CH:16]=[C:15]([C:17]#[N:18])[CH:14]=[C:13]([NH:19][C:20]3[N:25]=[C:24]([NH:26][CH:36]4[CH2:37][CH2:38]4)[C:23]4=[N:39][CH:40]=[C:41]([C:42]#[N:43])[N:22]4[N:21]=3)[C:12]=2[Cl:44])[CH2:7][C@H:6]1[O:45][P:46]([OH:48])([OH:49])=[O:47]. Given the reactants [CH3:1][O:2][C:3](=[O:50])[NH:4][C@@H:5]1[CH2:10][CH2:9][N:8]([C:11]2[CH:16]=[C:15]([C:17]#[N:18])[CH:14]=[C:13]([NH:19][C:20]3[N:25]=[C:24]([N:26]([CH:36]4[CH2:38][CH2:37]4)CC4C=CC(OC)=CC=4)[C:23]4=[N:39][CH:40]=[C:41]([C:42]#[N:43])[N:22]4[N:21]=3)[C:12]=2[Cl:44])[CH2:7][C@H:6]1[O:45][P:46]([OH:49])([OH:48])=[O:47].C1(OC)C=CC=CC=1.C(O)(C(F)(F)F)=O, predict the reaction product.